This data is from Forward reaction prediction with 1.9M reactions from USPTO patents (1976-2016). The task is: Predict the product of the given reaction. (1) Given the reactants [CH2:1]([C:5]1[CH:10]=[CH:9][C:8]([CH2:11][CH2:12][CH2:13][N:14]2[C:18]([CH3:19])=[CH:17][CH:16]=[C:15]2[C:20]2[CH:25]=[CH:24][C:23]([OH:26])=[CH:22][CH:21]=2)=[CH:7][CH:6]=1)[CH2:2][CH2:3][CH3:4].O[C@@H:28]([CH2:34][C:35]1[CH:40]=[CH:39][CH:38]=[CH:37][CH:36]=1)[C:29]([O:31][CH2:32][CH3:33])=[O:30].C1(P(C2C=CC=CC=2)C2C=CC=CC=2)C=CC=CC=1.N(C(OCC)=O)=NC(OCC)=O, predict the reaction product. The product is: [CH2:1]([C:5]1[CH:6]=[CH:7][C:8]([CH2:11][CH2:12][CH2:13][N:14]2[C:18]([CH3:19])=[CH:17][CH:16]=[C:15]2[C:20]2[CH:25]=[CH:24][C:23]([O:26][C@H:28]([CH2:34][C:35]3[CH:36]=[CH:37][CH:38]=[CH:39][CH:40]=3)[C:29]([O:31][CH2:32][CH3:33])=[O:30])=[CH:22][CH:21]=2)=[CH:9][CH:10]=1)[CH2:2][CH2:3][CH3:4]. (2) Given the reactants [F:1][C:2]1[CH:22]=[CH:21][C:5]([CH2:6][CH2:7][NH:8][C:9](=O)[C:10]2[CH:15]=[CH:14][C:13]([C:16]([F:19])([F:18])[F:17])=[CH:12][CH:11]=2)=[CH:4][CH:3]=1.O=P12OP3(OP(OP(O3)(O1)=O)(=O)O2)=O.C(OCC)(=O)C.[OH-].[K+], predict the reaction product. The product is: [F:1][C:2]1[CH:22]=[C:21]2[C:5]([CH2:6][CH2:7][N:8]=[C:9]2[C:10]2[CH:15]=[CH:14][C:13]([C:16]([F:19])([F:18])[F:17])=[CH:12][CH:11]=2)=[CH:4][CH:3]=1. (3) The product is: [F:14][C:9]1([F:15])[CH2:8][N:7]([CH:16]([CH3:18])[CH3:17])[C:6]2[N:19]=[C:2]([NH:20][C:21]3[C:36]([O:37][CH3:38])=[CH:35][C:24]([C:25]([NH:27][CH:28]4[CH2:33][CH2:32][N:31]([CH3:34])[CH2:30][CH2:29]4)=[O:26])=[C:23]([F:39])[CH:22]=3)[N:3]=[CH:4][C:5]=2[N:11]([CH3:12])[C:10]1=[O:13]. Given the reactants Cl[C:2]1[N:3]=[CH:4][C:5]2[N:11]([CH3:12])[C:10](=[O:13])[C:9]([F:15])([F:14])[CH2:8][N:7]([CH:16]([CH3:18])[CH3:17])[C:6]=2[N:19]=1.[NH2:20][C:21]1[C:36]([O:37][CH3:38])=[CH:35][C:24]([C:25]([NH:27][CH:28]2[CH2:33][CH2:32][N:31]([CH3:34])[CH2:30][CH2:29]2)=[O:26])=[C:23]([F:39])[CH:22]=1.S(=O)(=O)(O)O.C(=O)([O-])[O-].[Na+].[Na+], predict the reaction product.